Dataset: Forward reaction prediction with 1.9M reactions from USPTO patents (1976-2016). Task: Predict the product of the given reaction. Given the reactants Cl[CH2:2][CH2:3][CH2:4][S:5]([N:8]1[CH2:13][CH2:12][CH:11]([C:14]2[C:22]3[C:17](=[C:18]([C:30]([NH2:32])=[O:31])[CH:19]=[C:20]([C:23]4[CH:28]=[CH:27][CH:26]=[C:25]([F:29])[CH:24]=4)[CH:21]=3)[NH:16][N:15]=2)[CH2:10][CH2:9]1)(=[O:7])=[O:6].C([O-])([O-])=O.[K+].[K+].[NH:39]1[CH2:43][CH2:42][CH2:41][CH2:40]1, predict the reaction product. The product is: [F:29][C:25]1[CH:24]=[C:23]([C:20]2[CH:21]=[C:22]3[C:17](=[C:18]([C:30]([NH2:32])=[O:31])[CH:19]=2)[NH:16][N:15]=[C:14]3[CH:11]2[CH2:12][CH2:13][N:8]([S:5]([CH2:4][CH2:3][CH2:2][N:39]3[CH2:43][CH2:42][CH2:41][CH2:40]3)(=[O:7])=[O:6])[CH2:9][CH2:10]2)[CH:28]=[CH:27][CH:26]=1.